This data is from Retrosynthesis with 50K atom-mapped reactions and 10 reaction types from USPTO. The task is: Predict the reactants needed to synthesize the given product. (1) The reactants are: O=C(OO)c1cccc(Cl)c1.c1ccc(CCN2Sc3ccccc3S2)cc1. Given the product O=S1c2ccccc2SN1CCc1ccccc1, predict the reactants needed to synthesize it. (2) Given the product O=CCc1c(Cl)ccc(NCC(F)(F)c2ccccc2)c1F, predict the reactants needed to synthesize it. The reactants are: OCCc1c(Cl)ccc(NCC(F)(F)c2ccccc2)c1F.